This data is from Forward reaction prediction with 1.9M reactions from USPTO patents (1976-2016). The task is: Predict the product of the given reaction. (1) Given the reactants [F:1][C:2]1[CH:7]=[C:6]([CH3:8])[CH:5]=[C:4]([NH:9][CH:10]2[CH2:15][CH2:14][N:13]([C@H:16]3[CH2:21][CH2:20][C@@H:19]([O:22][CH3:23])[CH2:18][CH2:17]3)[CH2:12][CH2:11]2)[C:3]=1[NH2:24].[Cl:25][C:26](Cl)([O:28]C(=O)OC(Cl)(Cl)Cl)Cl.C(N(C(C)C)CC)(C)C, predict the reaction product. The product is: [ClH:25].[F:1][C:2]1[C:3]2[NH:24][C:26](=[O:28])[N:9]([CH:10]3[CH2:15][CH2:14][N:13]([C@H:16]4[CH2:21][CH2:20][C@@H:19]([O:22][CH3:23])[CH2:18][CH2:17]4)[CH2:12][CH2:11]3)[C:4]=2[CH:5]=[C:6]([CH3:8])[CH:7]=1. (2) Given the reactants Cl.O1C[CH2:6][N:5]([CH2:8][CH2:9][O:10][C:11]2[CH:19]=[C:18]3[C:14]([C:15]([C:27]4[CH:32]=[C:31]([F:33])[CH:30]=[C:29]([F:34])[CH:28]=4)=[C:16]([C:21]4[CH:22]=[N:23][CH:24]=[CH:25][CH:26]=4)[C:17]3=[O:20])=[CH:13][CH:12]=2)CC1.BrC1C(=O)C2C(C=1C1C=CC=CC=1)=CC=C(O)C=2.OCCN1C[CH2:60][N:59]([C:62]([O:64][C:65]([CH3:68])([CH3:67])[CH3:66])=[O:63])[CH2:58][CH2:57]1, predict the reaction product. The product is: [F:33][C:31]1[CH:32]=[C:27]([C:15]2[C:14]3[C:18](=[CH:19][C:11]([O:10][CH2:9][CH2:8][N:5]4[CH2:6][CH2:60][N:59]([C:62]([O:64][C:65]([CH3:66])([CH3:68])[CH3:67])=[O:63])[CH2:58][CH2:57]4)=[CH:12][CH:13]=3)[C:17](=[O:20])[C:16]=2[C:21]2[CH:22]=[N:23][CH:24]=[CH:25][CH:26]=2)[CH:28]=[C:29]([F:34])[CH:30]=1. (3) Given the reactants [Cl:1][C:2]1[CH:7]=[CH:6][C:5]([C:8](=[O:18])[CH2:9][C:10]2[C:15]([F:16])=[CH:14][CH:13]=[CH:12][C:11]=2[F:17])=[CH:4][CH:3]=1.CO[CH:21](OC)[N:22]([CH3:24])[CH3:23], predict the reaction product. The product is: [Cl:1][C:2]1[CH:3]=[CH:4][C:5]([C:8](=[O:18])[C:9]([C:10]2[C:11]([F:17])=[CH:12][CH:13]=[CH:14][C:15]=2[F:16])=[CH:21][N:22]([CH3:24])[CH3:23])=[CH:6][CH:7]=1. (4) Given the reactants [CH3:1][O:2][C:3](=[O:32])[CH2:4][CH2:5][CH:6]1[C:12]2[CH:13]=[CH:14][C:15](OS(C(F)(F)F)(=O)=O)=[CH:16][C:11]=2[CH2:10][CH2:9][CH2:8][N:7]1[C:25]([O:27][C:28]([CH3:31])([CH3:30])[CH3:29])=[O:26].[CH3:33][N:34](C=O)C, predict the reaction product. The product is: [C:33]([C:15]1[CH:14]=[CH:13][C:12]2[CH:6]([CH2:5][CH2:4][C:3]([O:2][CH3:1])=[O:32])[N:7]([C:25]([O:27][C:28]([CH3:29])([CH3:31])[CH3:30])=[O:26])[CH2:8][CH2:9][CH2:10][C:11]=2[CH:16]=1)#[N:34]. (5) Given the reactants [O:1]=[C:2]1[C:10]2[C:5](=[CH:6][CH:7]=[CH:8][CH:9]=2)[C:4](=[O:11])[N:3]1[CH2:12][CH2:13][CH2:14][CH:15]=[O:16].[Br:17]C1(Br)C(=O)NC(=O)NC1=O.O, predict the reaction product. The product is: [Br:17][CH:14]([CH2:13][CH2:12][N:3]1[C:4](=[O:11])[C:5]2[C:10](=[CH:9][CH:8]=[CH:7][CH:6]=2)[C:2]1=[O:1])[CH:15]=[O:16]. (6) Given the reactants [C:1]([C:4]1[CH:8]=[C:7]([CH3:9])[N:6]([CH2:10][CH2:11][O:12][Si](C(C)(C)C)(C)C)[N:5]=1)(=[O:3])[CH3:2].Cl, predict the reaction product. The product is: [C:1]([C:4]1[CH:8]=[C:7]([CH3:9])[N:6]([CH2:10][CH2:11][OH:12])[N:5]=1)(=[O:3])[CH3:2].